Dataset: Forward reaction prediction with 1.9M reactions from USPTO patents (1976-2016). Task: Predict the product of the given reaction. Given the reactants [C:1]([O:5][C:6]([N:8]1[CH2:13][CH2:12][CH2:11][CH:10]([NH:14][CH2:15][C:16]2[C:24]3[C:23]([C:25]([OH:27])=O)=[CH:22][CH:21]=[N:20][C:19]=3[NH:18][CH:17]=2)[CH2:9]1)=[O:7])([CH3:4])([CH3:3])[CH3:2].CN(C(ON1N=NC2C=CC=NC1=2)=[N+](C)C)C.F[P-](F)(F)(F)(F)F, predict the reaction product. The product is: [O:27]=[C:25]1[C:23]2[CH:22]=[CH:21][N:20]=[C:19]3[NH:18][CH:17]=[C:16]([C:24]=23)[CH2:15][N:14]1[CH:10]1[CH2:11][CH2:12][CH2:13][N:8]([C:6]([O:5][C:1]([CH3:2])([CH3:3])[CH3:4])=[O:7])[CH2:9]1.